This data is from Forward reaction prediction with 1.9M reactions from USPTO patents (1976-2016). The task is: Predict the product of the given reaction. (1) Given the reactants [NH2:1][CH2:2][CH2:3][O:4][N:5]1[C:17]2[C:16]3[CH:15]=[CH:14][CH:13]=[CH:12][C:11]=3[N:10]=[C:9]([NH2:18])[C:8]=2[N:7]=[C:6]1[CH2:19][O:20][CH2:21][CH3:22].C1(C(C2C=CC=CC=2)(C2C=CC=CC=2)[S:30][CH2:31][CH2:32][C:33](ON2C(=O)CCC2=O)=[O:34])C=CC=CC=1.CO, predict the reaction product. The product is: [NH2:18][C:9]1[C:8]2[N:7]=[C:6]([CH2:19][O:20][CH2:21][CH3:22])[N:5]([O:4][CH2:3][CH2:2][NH:1][C:33](=[O:34])[CH2:32][CH2:31][SH:30])[C:17]=2[C:16]2[CH:15]=[CH:14][CH:13]=[CH:12][C:11]=2[N:10]=1. (2) Given the reactants I.[Cl:2][C:3]1[CH:12]=[CH:11][C:10]([Cl:13])=[C:9]2[C:4]=1[CH:5]([CH3:16])[NH:6][C:7](SC)=[N:8]2.[OH-].[NH4+:18].[OH-].[Na+].OO, predict the reaction product. The product is: [Cl:2][C:3]1[CH:12]=[CH:11][C:10]([Cl:13])=[C:9]2[C:4]=1[CH:5]([CH3:16])[NH:6][C:7]([NH2:18])=[N:8]2. (3) Given the reactants [CH2:1]([O:3][C:4]([C:6]1[N:7]([CH2:18][Si](C)(C)C)[N:8]=[N:9][C:10]=1[C:11]1[CH:16]=[CH:15][C:14]([Br:17])=[CH:13][CH:12]=1)=[O:5])[CH3:2].O.CCCC[N+](CCCC)(CCCC)CCCC.[F-], predict the reaction product. The product is: [CH2:1]([O:3][C:4]([C:6]1[N:7]([CH3:18])[N:8]=[N:9][C:10]=1[C:11]1[CH:16]=[CH:15][C:14]([Br:17])=[CH:13][CH:12]=1)=[O:5])[CH3:2]. (4) Given the reactants [CH2:1]([O:3][P:4]([CH:9]([P:18]([O:23][CH2:24][CH3:25])([O:20][CH2:21][CH3:22])=[O:19])[CH2:10][C:11]([O:13]C(C)(C)C)=[O:12])([O:6][CH2:7][CH3:8])=[O:5])[CH3:2], predict the reaction product. The product is: [CH2:21]([O:20][P:18]([CH:9]([P:4]([O:6][CH2:7][CH3:8])([O:3][CH2:1][CH3:2])=[O:5])[CH2:10][C:11]([OH:13])=[O:12])([O:23][CH2:24][CH3:25])=[O:19])[CH3:22]. (5) The product is: [Cl:1][C:2]1[CH:3]=[CH:4][C:5]([CH2:9][OH:10])=[C:6]([O:8][CH2:12][CH2:13][CH3:14])[CH:7]=1. Given the reactants [Cl:1][C:2]1[CH:3]=[CH:4][C:5]([CH2:9][OH:10])=[C:6]([OH:8])[CH:7]=1.I[CH2:12][CH2:13][CH3:14].C([O-])([O-])=O.[K+].[K+], predict the reaction product. (6) Given the reactants NC1N(C(OC(C)(C)C)=O)N=C(C2C=CC(O)=CC=2)C=1C#N.[O:23]1[CH2:28][CH2:27][N:26]([CH2:29][CH2:30][OH:31])[CH2:25][CH2:24]1.[CH2:32]([O:39][C:40]1[CH:45]=[CH:44][C:43](O)=[CH:42][CH:41]=1)[C:33]1[CH:38]=[CH:37][CH:36]=[CH:35][CH:34]=1, predict the reaction product. The product is: [CH2:32]([O:39][C:40]1[CH:45]=[CH:44][C:43]([O:31][CH2:30][CH2:29][N:26]2[CH2:27][CH2:28][O:23][CH2:24][CH2:25]2)=[CH:42][CH:41]=1)[C:33]1[CH:38]=[CH:37][CH:36]=[CH:35][CH:34]=1.